Predict the product of the given reaction. From a dataset of Forward reaction prediction with 1.9M reactions from USPTO patents (1976-2016). (1) The product is: [ClH:29].[C:23]1([O:22][C:20](=[O:21])[NH:19][C:16]2[CH:17]=[CH:18][C:13]([CH:10]3[CH2:11][CH2:12][NH:8][CH2:9]3)=[CH:14][CH:15]=2)[CH:28]=[CH:27][CH:26]=[CH:25][CH:24]=1. Given the reactants C(OC([N:8]1[CH2:12][CH2:11][CH:10]([C:13]2[CH:18]=[CH:17][C:16]([NH:19][C:20]([O:22][C:23]3[CH:28]=[CH:27][CH:26]=[CH:25][CH:24]=3)=[O:21])=[CH:15][CH:14]=2)[CH2:9]1)=O)(C)(C)C.[ClH:29], predict the reaction product. (2) The product is: [CH3:15][NH:16][CH2:2][CH2:3][CH2:4][O:5][C:6]1[CH:11]=[CH:10][CH:9]=[C:8]([N+:12]([O-:14])=[O:13])[CH:7]=1. Given the reactants Cl[CH2:2][CH2:3][CH2:4][O:5][C:6]1[CH:11]=[CH:10][CH:9]=[C:8]([N+:12]([O-:14])=[O:13])[CH:7]=1.[CH3:15][NH2:16], predict the reaction product.